From a dataset of Forward reaction prediction with 1.9M reactions from USPTO patents (1976-2016). Predict the product of the given reaction. (1) Given the reactants Cl.[CH3:2][C:3]1[S:12][C:11]2[NH:10][C:9]3[CH:13]=[CH:14][CH:15]=[CH:16][C:8]=3[N:7]=[C:6]([NH2:17])[C:5]=2[CH:4]=1.[OH-].[Na+].CO, predict the reaction product. The product is: [CH3:2][C:3]1[S:12][C:11]2[NH:10][C:9]3[CH:13]=[CH:14][CH:15]=[CH:16][C:8]=3[N:7]=[C:6]([NH2:17])[C:5]=2[CH:4]=1. (2) Given the reactants [CH2:1]([N:3]([CH2:11][C:12]1[N:13]=[C:14]2[S:21][C:20]([CH3:22])=[C:19]([CH2:23]O)[N:15]2[C:16](=[O:18])[CH:17]=1)[C:4]1[CH:9]=[CH:8][C:7]([F:10])=[CH:6][CH:5]=1)[CH3:2].[NH:25]1[CH:29]=[CH:28][CH:27]=[N:26]1.C1(P(C2C=CC=CC=2)C2C=CC=CC=2)C=CC=CC=1.N(C(OC(C)C)=O)=NC(OC(C)C)=O, predict the reaction product. The product is: [CH2:1]([N:3]([CH2:11][C:12]1[N:13]=[C:14]2[S:21][C:20]([CH3:22])=[C:19]([CH2:23][N:25]3[CH:29]=[CH:28][CH:27]=[N:26]3)[N:15]2[C:16](=[O:18])[CH:17]=1)[C:4]1[CH:9]=[CH:8][C:7]([F:10])=[CH:6][CH:5]=1)[CH3:2].